This data is from Full USPTO retrosynthesis dataset with 1.9M reactions from patents (1976-2016). The task is: Predict the reactants needed to synthesize the given product. (1) Given the product [Br:8][C:4]1[N:3]=[C:2]([NH:17][CH2:16][C:12]2[CH:13]=[CH:14][CH:15]=[C:10]([F:9])[CH:11]=2)[CH:7]=[CH:6][CH:5]=1, predict the reactants needed to synthesize it. The reactants are: Br[C:2]1[CH:7]=[CH:6][CH:5]=[C:4]([Br:8])[N:3]=1.[F:9][C:10]1[CH:11]=[C:12]([CH2:16][NH2:17])[CH:13]=[CH:14][CH:15]=1.CCN(C(C)C)C(C)C. (2) Given the product [Cl:30][C:31]1[C:32]([O:42][CH3:43])=[CH:33][C:34]([O:40][CH3:41])=[C:35]([Cl:39])[C:36]=1[C:37]#[C:38][C:2]1[CH:3]=[N:4][C:5]([NH:8][C:9]2[CH:14]=[CH:13][C:12]([N:15]3[CH2:20][CH2:19][CH:18]([N:21]4[CH2:26][CH2:25][N:24]([CH3:27])[CH2:23][CH2:22]4)[CH2:17][CH2:16]3)=[C:11]([O:28][CH3:29])[CH:10]=2)=[N:6][CH:7]=1, predict the reactants needed to synthesize it. The reactants are: I[C:2]1[CH:3]=[N:4][C:5]([NH:8][C:9]2[CH:14]=[CH:13][C:12]([N:15]3[CH2:20][CH2:19][CH:18]([N:21]4[CH2:26][CH2:25][N:24]([CH3:27])[CH2:23][CH2:22]4)[CH2:17][CH2:16]3)=[C:11]([O:28][CH3:29])[CH:10]=2)=[N:6][CH:7]=1.[Cl:30][C:31]1[C:36]([C:37]#[CH:38])=[C:35]([Cl:39])[C:34]([O:40][CH3:41])=[CH:33][C:32]=1[O:42][CH3:43].CN(C)C=O.C(N(CC)C(C)C)(C)C. (3) Given the product [CH3:1][O:22][C:21](=[O:23])[C:20]1[CH:19]=[CH:18][C:17]([N:13]2[C:14]3[C:10](=[CH:9][C:8]([I:7])=[CH:16][CH:15]=3)[CH:11]=[N:12]2)=[CH:25][CH:24]=1, predict the reactants needed to synthesize it. The reactants are: [C:1]([O-])([O-])=O.[K+].[K+].[I:7][C:8]1[CH:9]=[C:10]2[C:14](=[CH:15][CH:16]=1)[N:13]([C:17]1[CH:25]=[CH:24][C:20]([C:21]([OH:23])=[O:22])=[CH:19][CH:18]=1)[N:12]=[CH:11]2.CI. (4) Given the product [C:21]([O:20][C:18]([N:12]1[C:13]2[C:9](=[CH:8][C:7]([O:6][Si:5]([C:1]([CH3:4])([CH3:3])[CH3:2])([CH3:17])[CH3:16])=[CH:15][CH:14]=2)[CH:10]=[CH:11]1)=[O:19])([CH3:24])([CH3:23])[CH3:22], predict the reactants needed to synthesize it. The reactants are: [C:1]([Si:5]([CH3:17])([CH3:16])[O:6][C:7]1[CH:8]=[C:9]2[C:13](=[CH:14][CH:15]=1)[NH:12][CH:11]=[CH:10]2)([CH3:4])([CH3:3])[CH3:2].[C:18](O[C:18]([O:20][C:21]([CH3:24])([CH3:23])[CH3:22])=[O:19])([O:20][C:21]([CH3:24])([CH3:23])[CH3:22])=[O:19]. (5) Given the product [F:28][C:29]([F:48])([F:47])[S:30]([O:26][C:23]1[CH:24]=[CH:25][C:20]([N:15]2[C:14](=[O:27])[C:13]3[C:8]([NH2:7])=[N:9][CH:10]=[N:11][C:12]=3[O:18][C@H:17]([CH3:19])[CH2:16]2)=[CH:21][CH:22]=1)(=[O:32])=[O:31], predict the reactants needed to synthesize it. The reactants are: C(=O)([O-])[O-].[K+].[K+].[NH2:7][C:8]1[C:13]2[C:14](=[O:27])[N:15]([C:20]3[CH:25]=[CH:24][C:23]([OH:26])=[CH:22][CH:21]=3)[CH2:16][C@@H:17]([CH3:19])[O:18][C:12]=2[N:11]=[CH:10][N:9]=1.[F:28][C:29]([F:48])([F:47])[S:30](N(C1C=CC=CC=1)[S:30]([C:29]([F:48])([F:47])[F:28])(=[O:32])=[O:31])(=[O:32])=[O:31].